Dataset: Catalyst prediction with 721,799 reactions and 888 catalyst types from USPTO. Task: Predict which catalyst facilitates the given reaction. (1) Reactant: C1C2C(COC(=O)[NH:17][C:18]([NH:20][C@@:21]3([C:30]4[CH:35]=[CH:34][CH:33]=[CH:32][C:31]=4[F:36])[CH2:25][C@@H:24]([O:26][CH3:27])[CH2:23][C@H:22]3[CH2:28]O)=[S:19])C3C(=CC=CC=3)C=2C=CC=1. Product: [F:36][C:31]1[CH:32]=[CH:33][CH:34]=[CH:35][C:30]=1[C@:21]12[CH2:25][C@@H:24]([O:26][CH3:27])[CH2:23][C@H:22]1[CH2:28][S:19][C:18]([NH2:17])=[N:20]2. The catalyst class is: 5. (2) Reactant: [C:1]1([NH2:11])[C:10]2[C:5](=[CH:6][CH:7]=[CH:8][CH:9]=2)[CH:4]=[CH:3][CH:2]=1.CCN(C(C)C)C(C)C.[CH3:21][O:22][C:23](=[O:27])[C:24](Cl)=[O:25].C(=O)(O)[O-].[Na+]. Product: [CH3:21][O:22][C:23](=[O:27])[C:24]([NH:11][C:1]1[C:10]2[C:5](=[CH:6][CH:7]=[CH:8][CH:9]=2)[CH:4]=[CH:3][CH:2]=1)=[O:25]. The catalyst class is: 2. (3) Product: [C:1]1([C:21]([NH2:25])=[O:20])[C:10]2[C:5](=[CH:6][CH:7]=[CH:8][CH:9]=2)[CH:4]=[CH:3][N:2]=1. Reactant: [CH2:1]1[C:10]2[C:5](=[CH:6][CH:7]=[CH:8][CH:9]=2)[CH2:4][CH:3](C(O)=O)[NH:2]1.ClCCl.ClC([O:20][CH2:21]C(C)C)=O.[NH2:25]C(C1C=CC(C(OC)=O)=CC=1)C. The catalyst class is: 66. (4) Reactant: [CH3:1][O:2][C:3]1[CH:8]=[C:7]([CH3:9])[C:6]([C:10]2[CH:15]=[CH:14][C:13]([O:16][CH3:17])=[CH:12][CH:11]=2)=[CH:5][N:4]=1.C1C(=O)N([Br:25])C(=O)C1. Product: [Br:25][CH2:9][C:7]1[C:6]([C:10]2[CH:15]=[CH:14][C:13]([O:16][CH3:17])=[CH:12][CH:11]=2)=[CH:5][N:4]=[C:3]([O:2][CH3:1])[CH:8]=1. The catalyst class is: 53. (5) Reactant: [F:1][C:2]1[CH:10]=[C:9]2[C:5]([CH:6]=[N:7][N:8]2[CH3:11])=[C:4]([C:12](=[N:14]O)[CH3:13])[CH:3]=1.[NH4+].[Cl-]. Product: [F:1][C:2]1[CH:10]=[C:9]2[C:5]([CH:6]=[N:7][N:8]2[CH3:11])=[C:4]([CH:12]([NH2:14])[CH3:13])[CH:3]=1. The catalyst class is: 284. (6) Reactant: [Br:1][CH2:2][CH2:3]Br.C([O-])([O-])=O.[Cs+].[Cs+].[OH:11][C:12]1[CH:21]=[CH:20][C:15]([C:16]([O:18][CH3:19])=[O:17])=[CH:14][CH:13]=1. Product: [Br:1][CH2:2][CH2:3][O:11][C:12]1[CH:13]=[CH:14][C:15]([C:16]([O:18][CH3:19])=[O:17])=[CH:20][CH:21]=1. The catalyst class is: 3. (7) Reactant: [S:1]1[C:5]2[CH:6]=[C:7]([N:10]3[CH2:14][CH2:13][NH:12][C:11]3=[O:15])[CH:8]=[CH:9][C:4]=2[N:3]=[CH:2]1.Br[C:17]1[CH:18]=[N:19][CH:20]=[CH:21][C:22]=1[CH:23]=[O:24].N[C@@H]1CCCC[C@H]1N.P([O-])([O-])([O-])=O.[K+].[K+].[K+]. Product: [S:1]1[C:5]2[CH:6]=[C:7]([N:10]3[CH2:14][CH2:13][N:12]([C:17]4[CH:18]=[N:19][CH:20]=[CH:21][C:22]=4[CH:23]=[O:24])[C:11]3=[O:15])[CH:8]=[CH:9][C:4]=2[N:3]=[CH:2]1. The catalyst class is: 246.